From a dataset of Reaction yield outcomes from USPTO patents with 853,638 reactions. Predict the reaction yield, written as a fraction of the theoretical maximum amount of product (1.0 means a 100% yield; for example, 0.34 means a 34% yield). The reactants are [CH:1]1[N:5]2[C:6]3[CH:12]=[CH:11][NH:10][C:7]=3[N:8]=[CH:9][C:4]2=[N:3][N:2]=1.C1N2CN3CN(C2)CN1C3.[C:23](O)(=[O:25])C. The catalyst is O. The product is [CH:1]1[N:5]2[C:6]3[C:12]([CH:23]=[O:25])=[CH:11][NH:10][C:7]=3[N:8]=[CH:9][C:4]2=[N:3][N:2]=1. The yield is 0.180.